This data is from Reaction yield outcomes from USPTO patents with 853,638 reactions. The task is: Predict the reaction yield, written as a fraction of the theoretical maximum amount of product (1.0 means a 100% yield; for example, 0.34 means a 34% yield). (1) The reactants are Cl.[NH2:2][CH2:3][CH2:4][C:5]([O:7][CH2:8][CH3:9])=[O:6].[F:10][C:11]([F:38])([F:37])[C:12]1[CH:13]=[N:14][N:15]([C:17]2[CH:22]=[CH:21][C:20]([NH:23][CH:24]([C:28]3[CH:36]=[CH:35][C:31]([C:32](O)=[O:33])=[CH:30][CH:29]=3)[CH2:25][CH2:26][CH3:27])=[CH:19][CH:18]=2)[CH:16]=1.O.ON1C2C=CC=CC=2N=N1.C(N(CC)C(C)C)(C)C.C(N=C=NCCCN(C)C)C. The catalyst is O1CCCC1. The product is [F:37][C:11]([F:10])([F:38])[C:12]1[CH:13]=[N:14][N:15]([C:17]2[CH:22]=[CH:21][C:20]([NH:23][CH:24]([C:28]3[CH:29]=[CH:30][C:31]([C:32]([NH:2][CH2:3][CH2:4][C:5]([O:7][CH2:8][CH3:9])=[O:6])=[O:33])=[CH:35][CH:36]=3)[CH2:25][CH2:26][CH3:27])=[CH:19][CH:18]=2)[CH:16]=1. The yield is 0.850. (2) The reactants are [Cl:1][C:2]1[CH:16]=[C:15]([CH:17]([CH3:39])[C:18](=[O:38])[NH:19][CH2:20][C:21]2[C:22]([C:31]3[CH:32]=[C:33]([CH3:37])[CH:34]=[CH:35][CH:36]=3)=[N:23][C:24]([C:27]([F:30])([F:29])[F:28])=[CH:25][CH:26]=2)[CH:14]=[CH:13][C:3]=1[CH2:4][NH:5]C(=O)OC(C)(C)C.FC(F)(F)C(O)=O.C([O-])(O)=O.[Na+]. The catalyst is ClCCl. The product is [NH2:5][CH2:4][C:3]1[CH:13]=[CH:14][C:15]([CH:17]([CH3:39])[C:18]([NH:19][CH2:20][C:21]2[C:22]([C:31]3[CH:32]=[C:33]([CH3:37])[CH:34]=[CH:35][CH:36]=3)=[N:23][C:24]([C:27]([F:30])([F:28])[F:29])=[CH:25][CH:26]=2)=[O:38])=[CH:16][C:2]=1[Cl:1]. The yield is 0.830. (3) The reactants are Br[C:2]1[CH:3]=[C:4]([N:8]=C(C2C=CC=CC=2)C2C=CC=CC=2)[CH:5]=[CH:6][CH:7]=1.C([O:25][B:26](OC(C)C)[O:27]C(C)C)(C)C.C([Li])CCC.[S:40](=[O:44])(=[O:43])([OH:42])[OH:41]. The catalyst is O1CCCC1.CCCCCC.C1(C)C=CC=CC=1. The product is [S:40]([OH:44])([OH:43])(=[O:42])=[O:41].[NH2:8][C:4]1[CH:3]=[C:2]([B:26]([OH:27])[OH:25])[CH:7]=[CH:6][CH:5]=1. The yield is 0.850. (4) The product is [Cl:34][C:30]1[CH:29]=[C:28]2[C:33]([C@@:25]3([C@@H:14]([C:12]4[CH:11]=[C:6]([C:7](=[O:8])[NH:52][CH3:50])[CH:5]=[C:4]([Cl:3])[CH:13]=4)[C@H:15]([C:36]([NH:37][C@H:38]4[CH2:39][CH2:40][C@H:41]([OH:44])[CH2:42][CH2:43]4)=[O:45])[NH:16][C:17]43[CH2:18][CH2:19][C:20]([CH3:23])([CH3:24])[CH2:21][CH2:22]4)[C:26](=[O:35])[NH:27]2)=[CH:32][CH:31]=1. The catalyst is CO. The reactants are [OH-].[Na+].[Cl:3][C:4]1[CH:5]=[C:6]([CH:11]=[C:12]([C@@H:14]2[C@@:25]3([C:33]4[C:28](=[CH:29][C:30]([Cl:34])=[CH:31][CH:32]=4)[NH:27][C:26]3=[O:35])[C:17]3([CH2:22][CH2:21][C:20]([CH3:24])([CH3:23])[CH2:19][CH2:18]3)[NH:16][C@H:15]2[C:36](=[O:45])[NH:37][C@H:38]2[CH2:43][CH2:42][C@H:41]([OH:44])[CH2:40][CH2:39]2)[CH:13]=1)[C:7](OC)=[O:8].Cl.Cl.CN.[CH2:50]([N:52](CC)CC)C.Cl.C(N=C=NCCCN(C)C)C.C(=O)(O)[O-].[Na+]. The yield is 0.520. (5) The reactants are [F:1][C:2]1[CH:8]=[CH:7][C:5]([NH2:6])=[C:4]([N+:9]([O-:11])=[O:10])[CH:3]=1.O[CH2:13][CH:14]([CH2:16]O)O.[Na+].[N+](C1C=C(S([O-])(=O)=O)C=CC=1)([O-])=O.OS(O)(=O)=O.O. No catalyst specified. The product is [F:1][C:2]1[CH:8]=[C:7]2[C:5](=[C:4]([N+:9]([O-:11])=[O:10])[CH:3]=1)[N:6]=[CH:16][CH:14]=[CH:13]2. The yield is 0.840. (6) The reactants are [NH:1]([C:3]1[N:8]=[C:7]([NH:9][CH2:10][CH2:11][O:12][CH3:13])[C:6]([C:14]#[N:15])=[CH:5][N:4]=1)[NH2:2].[C:16]([CH:19]1[C:24](=[O:25])[CH2:23][C:22]([CH3:27])([CH3:26])[CH2:21][C:20]1=O)(=O)[CH3:17]. The catalyst is CCO.C(O)(=O)C. The product is [CH3:13][O:12][CH2:11][CH2:10][NH:9][C:7]1[C:6]([C:14]#[N:15])=[CH:5][N:4]=[C:3]([N:1]2[C:20]3[CH2:21][C:22]([CH3:26])([CH3:27])[CH2:23][C:24](=[O:25])[C:19]=3[C:16]([CH3:17])=[N:2]2)[N:8]=1. The yield is 0.420. (7) The reactants are [C:1]([C:4]1[CH:5]=[C:6]([CH:17]=[CH:18][CH:19]=1)[O:7][C:8]1[CH:13]=[CH:12][C:11]([N+:14]([O-])=O)=[CH:10][CH:9]=1)([OH:3])=[O:2]. The catalyst is CO.[Pd]. The product is [C:1]([C:4]1[CH:5]=[C:6]([CH:17]=[CH:18][CH:19]=1)[O:7][C:8]1[CH:13]=[CH:12][C:11]([NH2:14])=[CH:10][CH:9]=1)([OH:3])=[O:2]. The yield is 0.480.